Dataset: Reaction yield outcomes from USPTO patents with 853,638 reactions. Task: Predict the reaction yield, written as a fraction of the theoretical maximum amount of product (1.0 means a 100% yield; for example, 0.34 means a 34% yield). (1) The reactants are [F:1][C:2]1[CH:24]=[CH:23][C:5]([CH2:6][N:7]2[C:15]3[C:10](=[CH:11][CH:12]=[CH:13][CH:14]=3)[C:9]3[CH2:16][C@@H:17]([C:20](O)=[O:21])[NH:18][CH2:19][C:8]2=3)=[CH:4][CH:3]=1.CC(N(C)C)=O.[N:31]([CH2:34][CH2:35][C:36]([O:38][C:39]([CH3:42])([CH3:41])[CH3:40])=[O:37])=[C:32]=[O:33]. The catalyst is O.[Cl-].[Na+].O. The product is [F:1][C:2]1[CH:3]=[CH:4][C:5]([CH2:6][N:7]2[C:15]3[CH:14]=[CH:13][CH:12]=[CH:11][C:10]=3[C:9]3[CH2:16][C@H:17]4[C:20](=[O:21])[N:31]([CH2:34][CH2:35][C:36]([O:38][C:39]([CH3:41])([CH3:40])[CH3:42])=[O:37])[C:32](=[O:33])[N:18]4[CH2:19][C:8]2=3)=[CH:23][CH:24]=1. The yield is 0.840. (2) The reactants are [ClH:1].[F:2][C:3]1[CH:8]=[CH:7][C:6]([C:9](=[O:28])[CH2:10][N:11]2[CH2:16][CH2:15][CH:14]([CH2:17][N:18]3[CH2:26][C:25]4[C:20](=[CH:21][CH:22]=[CH:23][CH:24]=4)[C:19]3=[O:27])[CH2:13][CH2:12]2)=[CH:5][CH:4]=1.O.CC(C)=[O:32]. The catalyst is C(OCC)(=O)C. The product is [OH2:27].[OH2:32].[ClH:1].[F:2][C:3]1[CH:8]=[CH:7][C:6]([C:9](=[O:28])[CH2:10][N:11]2[CH2:12][CH2:13][CH:14]([CH2:17][N:18]3[CH2:26][C:25]4[C:20](=[CH:21][CH:22]=[CH:23][CH:24]=4)[C:19]3=[O:27])[CH2:15][CH2:16]2)=[CH:5][CH:4]=1. The yield is 0.790. (3) The reactants are [CH:1]([C:4]1[CH:5]=[C:6]([C:10]2([NH2:13])[CH2:12][CH2:11]2)[CH:7]=[CH:8][CH:9]=1)([CH3:3])[CH3:2].[N:14]12[CH2:21][CH2:20][CH:17]([CH2:18][CH2:19]1)[CH:16]([CH2:22][C:23](O)=[O:24])[CH2:15]2. The yield is 0.140. The product is [N:14]12[CH2:19][CH2:18][CH:17]([CH2:20][CH2:21]1)[CH:16]([CH2:22][C:23]([NH:13][C:10]1([C:6]3[CH:7]=[CH:8][CH:9]=[C:4]([CH:1]([CH3:3])[CH3:2])[CH:5]=3)[CH2:12][CH2:11]1)=[O:24])[CH2:15]2. No catalyst specified.